Dataset: Reaction yield outcomes from USPTO patents with 853,638 reactions. Task: Predict the reaction yield, written as a fraction of the theoretical maximum amount of product (1.0 means a 100% yield; for example, 0.34 means a 34% yield). (1) The yield is 0.650. The product is [F:36][C:37]1[CH:38]=[C:39]([CH2:40][CH2:41][N:5]2[C:9](=[O:10])[C:8]([NH:11][CH2:12][CH2:13][CH2:14][CH2:15][C:16]3[CH:21]=[CH:20][CH:19]=[CH:18][CH:17]=3)=[C:7]([C:22]3[CH:27]=[CH:26][CH:25]=[CH:24][CH:23]=3)[S:6]2(=[O:28])=[O:29])[CH:43]=[CH:44][CH:45]=1. The reactants are C([N:5]1[C:9](=[O:10])[C:8]([NH:11][CH2:12][CH2:13][CH2:14][CH2:15][C:16]2[CH:21]=[CH:20][CH:19]=[CH:18][CH:17]=2)=[C:7]([C:22]2[CH:27]=[CH:26][CH:25]=[CH:24][CH:23]=2)[S:6]1(=[O:29])=[O:28])(C)(C)C.C(=O)([O-])[O-].[K+].[K+].[F:36][C:37]1[CH:38]=[C:39]([CH:43]=[CH:44][CH:45]=1)[CH2:40][CH2:41]Br. The catalyst is C(O)(C(F)(F)F)=O.CC#N. (2) The reactants are [O:1]=[C:2]1[CH2:7][O:6][C:5]2[CH:8]=[CH:9][CH:10]=[C:11]([O:12][CH2:13][C:14]([O:16][CH2:17][CH3:18])=[O:15])[C:4]=2[NH:3]1.[C:19]([O-])([O-])=O.[K+].[K+].CI. The catalyst is CN(C=O)C. The product is [CH3:19][N:3]1[C:2](=[O:1])[CH2:7][O:6][C:5]2[CH:8]=[CH:9][CH:10]=[C:11]([O:12][CH2:13][C:14]([O:16][CH2:17][CH3:18])=[O:15])[C:4]1=2. The yield is 0.570. (3) The reactants are C([S:4][C@H:5]1[CH2:9][CH2:8][N:7]([C:10]2[S:11][CH:12]=[C:13]([C:15](=[O:17])[NH2:16])[N:14]=2)[CH2:6]1)(=O)C.C(O)(=O)C.NN.C1(P(O[C:39]2[C@H:40]([CH3:63])[C@H:41]3[C@@H:58]([C@H:59]([OH:61])[CH3:60])[C:57](=[O:62])[N:42]3[C:43]=2[C:44]([O:46][CH2:47][C:48]2[CH:53]=[CH:52][C:51]([N+:54]([O-:56])=[O:55])=[CH:50][CH:49]=2)=[O:45])(C2C=CC=CC=2)=O)C=CC=CC=1.C(N(C(C)C)CC)(C)C.C(=O)([O-])O.[Na+]. The catalyst is CN(C)C=O.C(#N)C.C(OCC)(=O)C. The product is [C:15]([C:13]1[N:14]=[C:10]([N:7]2[CH2:8][CH2:9][C@H:5]([S:4][C:39]3[C@H:40]([CH3:63])[C@@H:41]4[C@@H:58]([C@H:59]([OH:61])[CH3:60])[C:57](=[O:62])[N:42]4[C:43]=3[C:44]([O:46][CH2:47][C:48]3[CH:49]=[CH:50][C:51]([N+:54]([O-:56])=[O:55])=[CH:52][CH:53]=3)=[O:45])[CH2:6]2)[S:11][CH:12]=1)(=[O:17])[NH2:16]. The yield is 1.00. (4) The reactants are [CH3:1][C:2]1[C:8]([OH:9])=[CH:7][C:6]([CH3:10])=[CH:5][C:3]=1[OH:4].[C:11](O[C:11](=[O:14])[CH2:12][CH3:13])(=[O:14])[CH2:12][CH3:13].O. The catalyst is C(OCC)(=O)C. The product is [OH:4][C:3]1[C:2]([CH3:1])=[C:8]([OH:9])[CH:7]=[C:6]([CH3:10])[C:5]=1[C:11](=[O:14])[CH2:12][CH3:13]. The yield is 1.00. (5) The reactants are [N:1]1([C:6]2[CH:14]=[CH:13][CH:12]=[C:11]3[C:7]=2[C:8]([NH2:15])=[N:9][NH:10]3)[CH:5]=[CH:4][N:3]=[N:2]1.CC1(C)OC(=O)[CH:20]([C:24]([CH:26]2[CH2:31][CH2:30][N:29]([C:32]([O:34][C:35]([CH3:38])([CH3:37])[CH3:36])=[O:33])[CH2:28][CH2:27]2)=O)[C:19](=O)[O:18]1.P([O-])([O-])([O-])=O.[K+].[K+].[K+].Cl. The catalyst is C(#N)C.O. The product is [O:18]=[C:19]1[CH:20]=[C:24]([CH:26]2[CH2:31][CH2:30][N:29]([C:32]([O:34][C:35]([CH3:38])([CH3:37])[CH3:36])=[O:33])[CH2:28][CH2:27]2)[N:9]2[N:10]=[C:11]3[C:7]([C:6]([N:1]4[CH:5]=[CH:4][N:3]=[N:2]4)=[CH:14][CH:13]=[CH:12]3)=[C:8]2[NH:15]1. The yield is 0.230. (6) The reactants are P(Br)(Br)[Br:2].[Br:5][C:6]1[C:7]([O:15][CH3:16])=[CH:8][C:9]([F:14])=[C:10]([CH2:12]O)[CH:11]=1.C([O-])(O)=O.[Na+]. The catalyst is C(Cl)Cl. The product is [Br:5][C:6]1[CH:11]=[C:10]([CH2:12][Br:2])[C:9]([F:14])=[CH:8][C:7]=1[O:15][CH3:16]. The yield is 0.948.